This data is from Catalyst prediction with 721,799 reactions and 888 catalyst types from USPTO. The task is: Predict which catalyst facilitates the given reaction. Reactant: [CH3:1][O:2][C:3]1[CH:4]=[C:5]2[C:10](=[CH:11][CH:12]=1)[CH:9]=[C:8](Br)[CH:7]=[CH:6]2.C([Li])CCC.[B:19](OC(C)C)([O:24]C(C)C)[O:20]C(C)C.C(OCC)(=O)C. Product: [CH3:1][O:2][C:3]1[CH:4]=[C:5]2[C:10](=[CH:11][CH:12]=1)[CH:9]=[C:8]([B:19]([OH:24])[OH:20])[CH:7]=[CH:6]2. The catalyst class is: 632.